This data is from Catalyst prediction with 721,799 reactions and 888 catalyst types from USPTO. The task is: Predict which catalyst facilitates the given reaction. Reactant: [C]=O.[O:3]1[C:7]2[CH:8]=[CH:9][C:10]([CH:12]([C:26]3[C:34]4[C:29](=[CH:30][C:31](Br)=[CH:32][CH:33]=4)[N:28]([CH3:36])[CH:27]=3)[C:13]([NH:15][S:16]([C:19]3[CH:24]=[CH:23][C:22]([CH3:25])=[CH:21][CH:20]=3)(=[O:18])=[O:17])=[O:14])=[CH:11][C:6]=2[O:5][CH2:4]1.[CH:37]([O-])=[O:38].[Na+]. Product: [O:3]1[C:7]2[CH:8]=[CH:9][C:10]([CH:12]([C:26]3[C:34]4[C:29](=[CH:30][C:31]([CH:37]=[O:38])=[CH:32][CH:33]=4)[N:28]([CH3:36])[CH:27]=3)[C:13]([NH:15][S:16]([C:19]3[CH:24]=[CH:23][C:22]([CH3:25])=[CH:21][CH:20]=3)(=[O:18])=[O:17])=[O:14])=[CH:11][C:6]=2[O:5][CH2:4]1. The catalyst class is: 9.